Task: Predict which catalyst facilitates the given reaction.. Dataset: Catalyst prediction with 721,799 reactions and 888 catalyst types from USPTO (1) Product: [ClH:2].[Cl:2][C:3]1[CH:4]=[C:5]([NH:10][C:11]([NH:20][CH2:21][C:22]2[CH:23]=[C:24]3[C:28](=[CH:29][CH:30]=2)[C:27](=[O:31])[N:26]([CH:32]2[CH2:37][CH2:36][C:35](=[O:38])[NH:34][C:33]2=[O:39])[CH2:25]3)=[NH:14])[CH:6]=[CH:7][C:8]=1[CH3:9]. The catalyst class is: 3. Reactant: I.[Cl:2][C:3]1[CH:4]=[C:5]([NH:10][C:11](=[NH:14])SC)[CH:6]=[CH:7][C:8]=1[CH3:9].CS(O)(=O)=O.[NH2:20][CH2:21][C:22]1[CH:23]=[C:24]2[C:28](=[CH:29][CH:30]=1)[C:27](=[O:31])[N:26]([CH:32]1[CH2:37][CH2:36][C:35](=[O:38])[NH:34][C:33]1=[O:39])[CH2:25]2.CCN(C(C)C)C(C)C. (2) Reactant: [NH2:1][C:2]1[CH:24]=[CH:23][C:5]([CH2:6][C:7]2[N:17]([CH2:18][C:19]([CH3:22])([CH3:21])[CH3:20])[C:10]3[N:11]=[C:12]([C:15]#[N:16])[N:13]=[CH:14][C:9]=3[CH:8]=2)=[CH:4][CH:3]=1.[C:25](O)(=[O:29])[CH2:26][CH2:27][CH3:28].CCN=C=NCCCN(C)C.Cl.O.ON1C2C=CC=CC=2N=N1. Product: [C:15]([C:12]1[N:13]=[CH:14][C:9]2[CH:8]=[C:7]([CH2:6][C:5]3[CH:4]=[CH:3][C:2]([NH:1][C:25](=[O:29])[CH2:26][CH2:27][CH3:28])=[CH:24][CH:23]=3)[N:17]([CH2:18][C:19]([CH3:21])([CH3:20])[CH3:22])[C:10]=2[N:11]=1)#[N:16]. The catalyst class is: 3. (3) Reactant: [CH2:1]([N:5]1[C:13]2[N:12]=[C:11]([Cl:14])[N:10](CC=C)[C:9]=2[C:8](=[O:18])[NH:7][C:6]1=[O:19])[CH2:2][CH2:3][CH3:4].C([O-])([O-])=O.[Cs+].[Cs+].Cl[CH2:27][C:28]#[N:29].N1CCOCC1. Product: [CH2:1]([N:5]1[C:13]2[N:12]=[C:11]([Cl:14])[NH:10][C:9]=2[C:8](=[O:18])[N:7]([CH2:27][C:28]#[N:29])[C:6]1=[O:19])[CH2:2][CH2:3][CH3:4]. The catalyst class is: 128. (4) The catalyst class is: 60. Reactant: [CH3:1][C:2]1[CH:11]=[CH:10][C:9]2[C:4](=[C:5](Br)[CH:6]=[CH:7][CH:8]=2)[N:3]=1.[Cu][C:14]#[N:15]. Product: [CH3:1][C:2]1[CH:11]=[CH:10][C:9]2[C:4](=[C:5]([C:14]#[N:15])[CH:6]=[CH:7][CH:8]=2)[N:3]=1. (5) Reactant: [N:1]1([C:12]([O:14][C:15]([CH3:18])([CH3:17])[CH3:16])=[O:13])[CH2:6][CH2:5][CH:4]([C:7](OCC)=[O:8])[CH2:3][CH2:2]1.O.[NH2:20][NH2:21]. Product: [NH:20]([C:7]([CH:4]1[CH2:5][CH2:6][N:1]([C:12]([O:14][C:15]([CH3:18])([CH3:17])[CH3:16])=[O:13])[CH2:2][CH2:3]1)=[O:8])[NH2:21]. The catalyst class is: 14. (6) Reactant: [C:1]([O-:9])(=[O:8])[C:2]1[CH:7]=[CH:6][CH:5]=[CH:4][CH:3]=1.[Na+].Cl[CH2:12][C:13]([CH2:15][C:16](=[O:18])[CH3:17])=[O:14].CCCCCC.C(OCC)(=O)C. Product: [C:13]([CH:15]([O:8][C:1](=[O:9])[C:2]1[CH:7]=[CH:6][CH:5]=[CH:4][CH:3]=1)[C:16](=[O:18])[CH3:17])(=[O:14])[CH3:12]. The catalyst class is: 58. (7) Reactant: Cl[C:2]1[N:7]=[C:6]([NH:8]NCC#C)[N:5]=[C:4]([NH:13]NCCC)[N:3]=1.[Cl:18][C:19]1[C:20]([CH3:27])=[C:21]([CH:24]=[CH:25][CH:26]=1)[CH2:22][NH2:23].C([O-])(O)=O.[Na+]. Product: [Cl:18][C:19]1[C:20]([CH3:27])=[C:21]([CH:24]=[CH:25][CH:26]=1)[CH2:22][NH:23][C:2]1[N:3]=[C:4]([NH:13][CH2:22][CH2:21][CH3:24])[N:5]=[C:6]([NH:8][CH2:20][C:19]#[CH:26])[N:7]=1. The catalyst class is: 12.